From a dataset of Reaction yield outcomes from USPTO patents with 853,638 reactions. Predict the reaction yield, written as a fraction of the theoretical maximum amount of product (1.0 means a 100% yield; for example, 0.34 means a 34% yield). (1) The reactants are [C:1](=O)([O-])O.[Na+].Cl.[CH3:7][O:8][C:9]([C@H:11]1[CH2:16][CH2:15][C@H:14](CN)[CH2:13][CH2:12]1)=[O:10].C1C2C(COC(N=C=S)=O)C3C(=CC=CC=3)C=2C=CC=1.N1CCCCC1. The catalyst is C(Cl)(Cl)Cl. The product is [CH3:7][O:8][C:9]([C:11]1([CH3:1])[CH2:12][CH2:13][CH2:14][CH2:15][CH2:16]1)=[O:10]. The yield is 0.670. (2) The reactants are CO.Cl[C:4]1[C:9]([N+:10]([O-:12])=[O:11])=[CH:8][CH:7]=[C:6]([Cl:13])[N:5]=1.C(N(CC)CC)C.[F:21][C:22]1[CH:23]=[C:24]([CH:26]=[CH:27][C:28]=1[F:29])[NH2:25]. The catalyst is O. The product is [F:21][C:22]1[CH:23]=[C:24]([NH:25][C:4]2[C:9]([N+:10]([O-:12])=[O:11])=[CH:8][CH:7]=[C:6]([Cl:13])[N:5]=2)[CH:26]=[CH:27][C:28]=1[F:29]. The yield is 0.600.